From a dataset of Peptide-MHC class I binding affinity with 185,985 pairs from IEDB/IMGT. Regression. Given a peptide amino acid sequence and an MHC pseudo amino acid sequence, predict their binding affinity value. This is MHC class I binding data. (1) The binding affinity (normalized) is 0.0847. The MHC is HLA-B58:01 with pseudo-sequence HLA-B58:01. The peptide sequence is LMQWWSDYV. (2) The peptide sequence is EPELARVVM. The MHC is H-2-Ld with pseudo-sequence H-2-Ld. The binding affinity (normalized) is 0.0451. (3) The peptide sequence is ISDSNPYLTQW. The MHC is HLA-A24:02 with pseudo-sequence HLA-A24:02. The binding affinity (normalized) is 0.00310.